Dataset: Forward reaction prediction with 1.9M reactions from USPTO patents (1976-2016). Task: Predict the product of the given reaction. Given the reactants [Cl:1][C:2]1[CH:7]=[CH:6][C:5]([CH2:8][C@@H:9]([NH:39]C(=O)OC(C)(C)C)[C:10]([N:12]2[CH2:17][CH2:16][CH:15]([N:18]3[N:27]=[C:26]([C:28]4[CH:33]=[CH:32][C:31]([O:34][CH3:35])=[C:30]([O:36][CH3:37])[CH:29]=4)[C@@H:25]4[C@@H:20]([CH2:21][CH2:22][CH2:23][CH2:24]4)[C:19]3=[O:38])[CH2:14][CH2:13]2)=[O:11])=[CH:4][CH:3]=1.Cl, predict the reaction product. The product is: [NH2:39][C@H:9]([CH2:8][C:5]1[CH:4]=[CH:3][C:2]([Cl:1])=[CH:7][CH:6]=1)[C:10]([N:12]1[CH2:13][CH2:14][CH:15]([N:18]2[N:27]=[C:26]([C:28]3[CH:33]=[CH:32][C:31]([O:34][CH3:35])=[C:30]([O:36][CH3:37])[CH:29]=3)[C@@H:25]3[C@@H:20]([CH2:21][CH2:22][CH2:23][CH2:24]3)[C:19]2=[O:38])[CH2:16][CH2:17]1)=[O:11].